Dataset: Forward reaction prediction with 1.9M reactions from USPTO patents (1976-2016). Task: Predict the product of the given reaction. (1) Given the reactants [F:1][C:2]1[CH:10]=[C:9]2[C:5]([C:6]([CH2:11][C:12]([OH:14])=[O:13])=[N:7][NH:8]2)=[CH:4][CH:3]=1.[CH2:15](O)[CH3:16], predict the reaction product. The product is: [F:1][C:2]1[CH:10]=[C:9]2[C:5]([C:6]([CH2:11][C:12]([O:14][CH2:15][CH3:16])=[O:13])=[N:7][NH:8]2)=[CH:4][CH:3]=1. (2) Given the reactants [Cl:1][C:2]1[CH:3]=[N:4][CH:5]=[C:6]([Cl:9])[C:7]=1[CH3:8].Cl[C:11]1[C:20]2[C:15](=[C:16]([O:23][CH:24]3[CH2:28][CH2:27][CH2:26][CH2:25]3)[C:17]([O:21][CH3:22])=[CH:18][CH:19]=2)[CH:14]=[CH:13][N:12]=1, predict the reaction product. The product is: [CH:24]1([O:23][C:16]2[C:17]([O:21][CH3:22])=[CH:18][CH:19]=[C:20]3[C:15]=2[CH:14]=[CH:13][N:12]=[C:11]3[CH2:8][C:7]2[C:6]([Cl:9])=[CH:5][N:4]=[CH:3][C:2]=2[Cl:1])[CH2:25][CH2:26][CH2:27][CH2:28]1. (3) Given the reactants [N+:1]([C:4]1[CH:5]=[CH:6][C:7]([NH:10][CH2:11][CH2:12][N:13]2[CH:17]=[CH:16][C:15]([NH:18][C:19]([C:32]3[CH:37]=[CH:36][CH:35]=[CH:34][CH:33]=3)([C:26]3[CH:31]=[CH:30][CH:29]=[CH:28][CH:27]=3)[C:20]3[CH:25]=[CH:24][CH:23]=[CH:22][CH:21]=3)=[N:14]2)=[N:8][CH:9]=1)([O-])=O.[H][H], predict the reaction product. The product is: [NH2:1][C:4]1[CH:5]=[CH:6][C:7]([NH:10][CH2:11][CH2:12][N:13]2[CH:17]=[CH:16][C:15]([NH:18][C:19]([C:32]3[CH:37]=[CH:36][CH:35]=[CH:34][CH:33]=3)([C:26]3[CH:27]=[CH:28][CH:29]=[CH:30][CH:31]=3)[C:20]3[CH:25]=[CH:24][CH:23]=[CH:22][CH:21]=3)=[N:14]2)=[N:8][CH:9]=1. (4) Given the reactants C(OC([NH:8][C@@H:9]([CH2:30][C:31]1[CH:36]=[CH:35][C:34]([CH:37]2[S:41](=[O:43])(=[O:42])[NH:40][C:39](=[O:44])[CH2:38]2)=[C:33]([F:45])[CH:32]=1)[C:10]([NH:12][CH2:13][CH2:14][CH2:15][CH2:16][CH2:17][O:18][C:19]1[CH:28]=[CH:27][CH:26]=[C:25]([OH:29])[C:20]=1[C:21]([O:23][CH3:24])=[O:22])=[O:11])=O)(C)(C)C.[F:46][C:47]([F:52])([F:51])[C:48]([OH:50])=[O:49], predict the reaction product. The product is: [F:46][C:47]([F:52])([F:51])[C:48]([OH:50])=[O:49].[NH2:8][C@@H:9]([CH2:30][C:31]1[CH:36]=[CH:35][C:34]([CH:37]2[S:41](=[O:42])(=[O:43])[NH:40][C:39](=[O:44])[CH2:38]2)=[C:33]([F:45])[CH:32]=1)[C:10]([NH:12][CH2:13][CH2:14][CH2:15][CH2:16][CH2:17][O:18][C:19]1[CH:28]=[CH:27][CH:26]=[C:25]([OH:29])[C:20]=1[C:21]([O:23][CH3:24])=[O:22])=[O:11]. (5) Given the reactants [CH3:1][C:2]1[CH:7]=[CH:6][CH:5]=[CH:4][C:3]=1[NH:8][C:9]1[N:14]2[N:15]=[CH:16][C:17]([C:18]([OH:20])=O)=[C:13]2[N:12]=[CH:11][C:10]=1[C:21]([N:23]1[CH2:28][CH2:27][CH:26]([C:29]2[CH:34]=[CH:33][CH:32]=[CH:31][CH:30]=2)[CH2:25][CH2:24]1)=[O:22].[Cl:35][C:36]1[N:40]([CH3:41])[N:39]=[C:38]([CH3:42])[C:37]=1[S:43]([NH2:46])(=[O:45])=[O:44], predict the reaction product. The product is: [C:2]1([CH3:1])[CH:7]=[CH:6][CH:5]=[CH:4][C:3]=1[NH:8][C:9]1[N:14]2[N:15]=[CH:16][C:17]([C:18]([NH:46][S:43]([C:37]3[C:38]([CH3:42])=[N:39][N:40]([CH3:41])[C:36]=3[Cl:35])(=[O:45])=[O:44])=[O:20])=[C:13]2[N:12]=[CH:11][C:10]=1[C:21]([N:23]1[CH2:28][CH2:27][CH:26]([C:29]2[CH:30]=[CH:31][CH:32]=[CH:33][CH:34]=2)[CH2:25][CH2:24]1)=[O:22]. (6) The product is: [CH2:23]([N:22]([CH3:21])[C:18]([CH:16]1[CH2:15][C:14](=[O:13])[CH2:17]1)=[O:20])[C:24]1[CH:29]=[CH:28][CH:27]=[CH:26][CH:25]=1. Given the reactants C1N=CN(C(N2C=NC=C2)=O)C=1.[O:13]=[C:14]1[CH2:17][CH:16]([C:18]([OH:20])=O)[CH2:15]1.[CH3:21][NH:22][CH2:23][C:24]1[CH:29]=[CH:28][CH:27]=[CH:26][CH:25]=1, predict the reaction product. (7) Given the reactants ClC1C2SC=CC=2N[C:6](=[O:10])[C:7]=1[C:8]#[N:9].[CH3:14][O:15][C:16]([C:18]1[S:19][CH:20]=[CH:21][C:22]=1[NH2:23])=[O:17].COC(=O)CC#N, predict the reaction product. The product is: [CH3:14][O:15][C:16]([C:18]1[S:19][CH:20]=[CH:21][C:22]=1[NH:23][C:6](=[O:10])[CH2:7][C:8]#[N:9])=[O:17]. (8) Given the reactants [Cl:1][C:2]1[CH:3]=[C:4]([S:9](Cl)(=[O:11])=[O:10])[CH:5]=[CH:6][C:7]=1[F:8].[NH3:13], predict the reaction product. The product is: [Cl:1][C:2]1[CH:3]=[C:4]([S:9]([NH2:13])(=[O:11])=[O:10])[CH:5]=[CH:6][C:7]=1[F:8].